This data is from NCI-60 drug combinations with 297,098 pairs across 59 cell lines. The task is: Regression. Given two drug SMILES strings and cell line genomic features, predict the synergy score measuring deviation from expected non-interaction effect. (1) Drug 1: CC1C(C(CC(O1)OC2CC(CC3=C2C(=C4C(=C3O)C(=O)C5=C(C4=O)C(=CC=C5)OC)O)(C(=O)C)O)N)O.Cl. Drug 2: C1=NC(=NC(=O)N1C2C(C(C(O2)CO)O)O)N. Cell line: NCI-H226. Synergy scores: CSS=8.37, Synergy_ZIP=-4.04, Synergy_Bliss=-0.383, Synergy_Loewe=-7.12, Synergy_HSA=-2.40. (2) Drug 1: C(=O)(N)NO. Drug 2: C#CCC(CC1=CN=C2C(=N1)C(=NC(=N2)N)N)C3=CC=C(C=C3)C(=O)NC(CCC(=O)O)C(=O)O. Cell line: A549. Synergy scores: CSS=-2.26, Synergy_ZIP=2.03, Synergy_Bliss=2.12, Synergy_Loewe=1.28, Synergy_HSA=-0.473. (3) Drug 1: CC1=C2C(C(=O)C3(C(CC4C(C3C(C(C2(C)C)(CC1OC(=O)C(C(C5=CC=CC=C5)NC(=O)OC(C)(C)C)O)O)OC(=O)C6=CC=CC=C6)(CO4)OC(=O)C)O)C)O. Drug 2: C1=CC=C(C(=C1)C(C2=CC=C(C=C2)Cl)C(Cl)Cl)Cl. Cell line: HOP-62. Synergy scores: CSS=0.713, Synergy_ZIP=1.51, Synergy_Bliss=3.27, Synergy_Loewe=-0.689, Synergy_HSA=-1.45. (4) Drug 1: C1CC(=O)NC(=O)C1N2CC3=C(C2=O)C=CC=C3N. Drug 2: CCCCCOC(=O)NC1=NC(=O)N(C=C1F)C2C(C(C(O2)C)O)O. Cell line: IGROV1. Synergy scores: CSS=4.63, Synergy_ZIP=-3.17, Synergy_Bliss=-2.40, Synergy_Loewe=-2.39, Synergy_HSA=-1.72.